This data is from Full USPTO retrosynthesis dataset with 1.9M reactions from patents (1976-2016). The task is: Predict the reactants needed to synthesize the given product. (1) The reactants are: [N:1]1[C:10]2[C:5](=[CH:6][CH:7]=[CH:8][CH:9]=2)[CH:4]=[CH:3][CH:2]=1.NC1C=CC=CC=1.CC1(C)OC(=O)CC(=O)[O:20]1.C(OC)(OC)OC.C1C=CC(C2C=CC=CC=2)=CC=1.C1C=CC(OC2C=CC=CC=2)=CC=1. Given the product [NH:1]1[C:10]2[C:5](=[CH:6][CH:7]=[CH:8][CH:9]=2)[C:4](=[O:20])[CH:3]=[CH:2]1, predict the reactants needed to synthesize it. (2) Given the product [F:20][C:10]1([F:19])[C:9]2[C:13](=[CH:14][C:15]3[O:5][C:4]([C:3]4[CH:21]=[CH:22][N:23]=[CH:24][C:2]=4[F:1])=[N:6][C:7]=3[CH:8]=2)[C:12]([F:17])([F:18])[O:11]1, predict the reactants needed to synthesize it. The reactants are: [F:1][C:2]1[CH:24]=[N:23][CH:22]=[CH:21][C:3]=1[C:4]([NH:6][C:7]1[CH:8]=[C:9]2[C:13](=[CH:14][C:15]=1O)[C:12]([F:18])([F:17])[O:11][C:10]2([F:20])[F:19])=[O:5].O1CCCC1.C1(P(C2C=CC=CC=2)C2C=CC=CC=2)C=CC=CC=1.N(C(OCC)=O)=NC(OCC)=O. (3) Given the product [O:22]1[C:26]2[CH:27]=[CH:28][CH:29]=[CH:30][C:25]=2[CH:24]=[C:23]1[C:2]1[CH:3]=[C:4]([C:16]2[CH:21]=[CH:20][CH:19]=[CH:18][CH:17]=2)[C:5]([OH:10])=[C:6]([CH2:7][NH:8][C:11]([CH3:14])([CH3:13])[CH3:12])[CH:15]=1, predict the reactants needed to synthesize it. The reactants are: Br[C:2]1[CH:3]=[C:4]([C:16]2[CH:21]=[CH:20][CH:19]=[CH:18][CH:17]=2)[C:5]2[O:10]C[N:8]([C:11]([CH3:14])([CH3:13])[CH3:12])[CH2:7][C:6]=2[CH:15]=1.[O:22]1[C:26]2[CH:27]=[CH:28][CH:29]=[CH:30][C:25]=2[CH:24]=[C:23]1B(O)O.C(=O)([O-])[O-].[K+].[K+]. (4) The reactants are: [C:1]([O:4][C:5]1[CH:10]=[CH:9][CH:8]=[C:7]([C:11]2[N:20]=[C:19](Cl)[C:18]3[C:13](=[CH:14][CH:15]=[CH:16][CH:17]=3)[N:12]=2)[CH:6]=1)(=[O:3])[CH3:2].[NH2:22][C:23]1[CH:24]=[C:25]2[C:29](=[CH:30][CH:31]=1)[N:28]([C:32]([O:34][C:35]([CH3:38])([CH3:37])[CH3:36])=[O:33])[N:27]=[CH:26]2. Given the product [C:1]([O:4][C:5]1[CH:6]=[C:7]([C:11]2[N:20]=[C:19]([NH:22][C:23]3[CH:24]=[C:25]4[C:29](=[CH:30][CH:31]=3)[N:28]([C:32]([O:34][C:35]([CH3:38])([CH3:37])[CH3:36])=[O:33])[N:27]=[CH:26]4)[C:18]3[C:13](=[CH:14][CH:15]=[CH:16][CH:17]=3)[N:12]=2)[CH:8]=[CH:9][CH:10]=1)(=[O:3])[CH3:2], predict the reactants needed to synthesize it. (5) Given the product [CH2:14]([O:7][C:6](=[O:8])[C:5]1[CH:9]=[CH:10][C:2]([CH3:1])=[C:3]([N+:11]([O-:13])=[O:12])[CH:4]=1)[CH3:15], predict the reactants needed to synthesize it. The reactants are: [CH3:1][C:2]1[CH:10]=[CH:9][C:5]([C:6]([OH:8])=[O:7])=[CH:4][C:3]=1[N+:11]([O-:13])=[O:12].[CH3:14][CH2:15]O. (6) Given the product [CH:35]([C:18]1[C:13]2[S:12][CH2:11][CH:10]([C:7]3[CH:6]=[CH:5][C:4]([CH:1]([CH3:2])[CH3:3])=[CH:9][CH:8]=3)[C:14]=2[C:15]([CH3:28])=[C:16]([NH:20][C:21](=[O:27])[CH2:22][C:23]([CH3:26])([CH3:25])[CH3:24])[C:17]=1[CH3:19])=[O:37], predict the reactants needed to synthesize it. The reactants are: [CH:1]([C:4]1[CH:9]=[CH:8][C:7]([CH:10]2[C:14]3[C:15]([CH3:28])=[C:16]([NH:20][C:21](=[O:27])[CH2:22][C:23]([CH3:26])([CH3:25])[CH3:24])[C:17]([CH3:19])=[CH:18][C:13]=3[S:12][CH2:11]2)=[CH:6][CH:5]=1)([CH3:3])[CH3:2].CCCCCC.[C:35](OCC)(=[O:37])C.